This data is from Reaction yield outcomes from USPTO patents with 853,638 reactions. The task is: Predict the reaction yield, written as a fraction of the theoretical maximum amount of product (1.0 means a 100% yield; for example, 0.34 means a 34% yield). (1) The reactants are C(OC(=O)[NH:7][C:8]1[CH:9]=[C:10]2[C:15](=[CH:16][C:17]=1[CH3:18])[N:14]([CH2:19][CH:20]([F:22])[F:21])[C:13](=[O:23])[CH2:12][CH2:11]2)(C)(C)C.Cl.O1CCOCC1.C(=O)([O-])O.[Na+]. The catalyst is ClCCl. The product is [NH2:7][C:8]1[CH:9]=[C:10]2[C:15](=[CH:16][C:17]=1[CH3:18])[N:14]([CH2:19][CH:20]([F:22])[F:21])[C:13](=[O:23])[CH2:12][CH2:11]2. The yield is 0.880. (2) The reactants are [OH:1][C:2]1([CH:16]2[CH2:21][CH2:20][CH2:19][CH2:18][N:17]2[C:22]([O:24][C:25]([CH3:28])([CH3:27])[CH3:26])=[O:23])[CH2:5][N:4]([C:6]([O:8][CH2:9][C:10]2[CH:15]=[CH:14][CH:13]=[CH:12][CH:11]=2)=[O:7])[CH2:3]1.[CH3:29][O:30][C@:31]([C:39]1[CH:44]=[CH:43][CH:42]=[CH:41][CH:40]=1)([C:35]([F:38])([F:37])[F:36])[C:32](Cl)=[O:33]. The catalyst is ClCCl.CN(C1C=CN=CC=1)C. The product is [C:10]1([CH2:9][O:8][C:6]([N:4]2[CH2:3][C:2]([C@H:16]3[CH2:21][CH2:20][CH2:19][CH2:18][N:17]3[C:22]([O:24][C:25]([CH3:28])([CH3:27])[CH3:26])=[O:23])([O:1][C:32](=[O:33])[C@:31]([O:30][CH3:29])([C:39]3[CH:40]=[CH:41][CH:42]=[CH:43][CH:44]=3)[C:35]([F:37])([F:38])[F:36])[CH2:5]2)=[O:7])[CH:15]=[CH:14][CH:13]=[CH:12][CH:11]=1. The yield is 0.0500. (3) The reactants are CCOC([CH2:6][CH2:7][CH2:8][CH2:9][C:10]1[CH:11]=[CH:12][C:13]([O:20][CH3:21])=[C:14]([CH2:16][C:17]([OH:19])=O)[CH:15]=1)=O.[F:22][C:23]([F:32])([F:31])[C:24]1[CH:30]=[CH:29][C:27]([NH2:28])=[CH:26][CH:25]=1.C(N(CC)CC)C.P(C#N)([O:45][CH2:46][CH3:47])(OCC)=O.CN(C)[CH:52]=[O:53]. No catalyst specified. The product is [CH2:7]([CH:8]([CH2:9][C:10]1[CH:11]=[CH:12][C:13]([O:20][CH3:21])=[C:14]([CH2:16][C:17](=[O:19])[NH:28][C:27]2[CH:29]=[CH:30][C:24]([C:23]([F:31])([F:32])[F:22])=[CH:25][CH:26]=2)[CH:15]=1)[C:52]([O:45][CH2:46][CH3:47])=[O:53])[CH3:6]. The yield is 0.280. (4) The reactants are C([O:3][C:4](=O)[CH:5]=[C:6]([CH2:16][NH:17][C:18]([O:20][C:21]([CH3:24])([CH3:23])[CH3:22])=[O:19])[CH2:7][NH:8][C:9]([O:11][C:12]([CH3:15])([CH3:14])[CH3:13])=[O:10])C.C(=O)=O.CC(C)=O.[H-].C([Al+]CC(C)C)C(C)C. The catalyst is O1CCCC1. The product is [C:12]([O:11][C:9](=[O:10])[NH:8][CH2:7][C:6]([CH2:16][NH:17][C:18]([O:20][C:21]([CH3:24])([CH3:23])[CH3:22])=[O:19])=[CH:5][CH2:4][OH:3])([CH3:14])([CH3:15])[CH3:13]. The yield is 0.960.